The task is: Predict which catalyst facilitates the given reaction.. This data is from Catalyst prediction with 721,799 reactions and 888 catalyst types from USPTO. (1) Reactant: [Br:1][C:2]1[C:3]([NH2:10])=[N:4][C:5]([NH2:9])=[N:6][C:7]=1Cl.[CH2:11]([NH2:18])[C:12]1[CH:17]=[CH:16][CH:15]=[CH:14][CH:13]=1. Product: [CH2:11]([NH:18][C:7]1[C:2]([Br:1])=[C:3]([NH2:10])[N:4]=[C:5]([NH2:9])[N:6]=1)[C:12]1[CH:17]=[CH:16][CH:15]=[CH:14][CH:13]=1. The catalyst class is: 8. (2) Reactant: [Br:1][C:2]1[CH:7]=[CH:6][C:5]([NH:8][C:9]([NH:11][NH:12][C:13](=O)[CH2:14][C@@H:15]2[CH2:19][CH2:18][N:17]([C:20]([CH:22]3[CH2:24][CH2:23]3)=[O:21])[CH2:16]2)=[O:10])=[C:4]([Cl:26])[CH:3]=1.C([O-])([O-])=O.[K+].[K+]. Product: [Br:1][C:2]1[CH:7]=[CH:6][C:5]([N:8]2[C:13]([CH2:14][C@@H:15]3[CH2:19][CH2:18][N:17]([C:20]([CH:22]4[CH2:24][CH2:23]4)=[O:21])[CH2:16]3)=[N:12][NH:11][C:9]2=[O:10])=[C:4]([Cl:26])[CH:3]=1. The catalyst class is: 6.